Dataset: NCI-60 drug combinations with 297,098 pairs across 59 cell lines. Task: Regression. Given two drug SMILES strings and cell line genomic features, predict the synergy score measuring deviation from expected non-interaction effect. Drug 1: CC1=CC2C(CCC3(C2CCC3(C(=O)C)OC(=O)C)C)C4(C1=CC(=O)CC4)C. Drug 2: CCC(=C(C1=CC=CC=C1)C2=CC=C(C=C2)OCCN(C)C)C3=CC=CC=C3.C(C(=O)O)C(CC(=O)O)(C(=O)O)O. Cell line: A498. Synergy scores: CSS=7.88, Synergy_ZIP=-2.75, Synergy_Bliss=0.696, Synergy_Loewe=2.52, Synergy_HSA=2.64.